This data is from Forward reaction prediction with 1.9M reactions from USPTO patents (1976-2016). The task is: Predict the product of the given reaction. (1) Given the reactants [CH3:1][C:2]([O:5][C:6](=[O:18])[NH:7][CH2:8][CH2:9][CH2:10][CH:11]([OH:17])[C:12]1[S:13][CH:14]=[CH:15][N:16]=1)([CH3:4])[CH3:3].[Cl:19][C:20]1[CH:25]=[CH:24][C:23]([C:26]([F:29])([F:28])[F:27])=[CH:22][C:21]=1O, predict the reaction product. The product is: [CH3:4][C:2]([O:5][C:6](=[O:18])[NH:7][CH2:8][CH2:9][CH2:10][CH:11]([O:17][C:21]1[CH:22]=[C:23]([C:26]([F:28])([F:29])[F:27])[CH:24]=[CH:25][C:20]=1[Cl:19])[C:12]1[S:13][CH:14]=[CH:15][N:16]=1)([CH3:1])[CH3:3]. (2) The product is: [C:1]([O:5][C:6](=[O:18])[N:7]([CH2:8][CH2:9][NH2:10])[CH3:17])([CH3:4])([CH3:2])[CH3:3]. Given the reactants [C:1]([O:5][C:6](=[O:18])[N:7]([CH3:17])[CH2:8][CH2:9][NH:10]C(=O)C(F)(F)F)([CH3:4])([CH3:3])[CH3:2].[OH-].[Li+], predict the reaction product. (3) The product is: [CH2:16]([O:15][C:12]1[CH:13]=[CH:14][C:9]([OH:8])=[C:10]([F:18])[CH:11]=1)[CH3:17]. Given the reactants C([O:8][C:9]1[CH:14]=[CH:13][C:12]([O:15][CH2:16][CH3:17])=[CH:11][C:10]=1[F:18])C1C=CC=CC=1, predict the reaction product.